Dataset: Forward reaction prediction with 1.9M reactions from USPTO patents (1976-2016). Task: Predict the product of the given reaction. (1) The product is: [C:6]([O:10][C:11]1[CH:12]=[C:13]([C@@H:24]([OH:27])[CH2:25][O:26][S:2]([CH3:1])(=[O:4])=[O:3])[C:14]2[S:18][C:17]([O:19][CH:20]([CH3:21])[CH3:22])=[N:16][C:15]=2[CH:23]=1)([CH3:7])([CH3:8])[CH3:9]. Given the reactants [CH3:1][S:2](Cl)(=[O:4])=[O:3].[C:6]([O:10][C:11]1[CH:12]=[C:13]([C@@H:24]([OH:27])[CH2:25][OH:26])[C:14]2[S:18][C:17]([O:19][CH:20]([CH3:22])[CH3:21])=[N:16][C:15]=2[CH:23]=1)([CH3:9])([CH3:8])[CH3:7], predict the reaction product. (2) Given the reactants [CH2:1]([O:3][C:4]([C:6]1[N:7]([CH2:15][C:16]2[CH:21]=[CH:20][CH:19]=[CH:18][CH:17]=2)[C:8](=[O:14])[CH:9]=[CH:10][C:11]=1[CH2:12]Br)=[O:5])[CH3:2].[CH3:22][O:23][C:24](=[O:37])[CH2:25][NH:26][S:27]([C:30]1[CH:35]=[CH:34][C:33]([CH3:36])=[CH:32][CH:31]=1)(=[O:29])=[O:28].[I-].[Na+].C(=O)([O-])[O-].[K+].[K+], predict the reaction product. The product is: [CH2:1]([O:3][C:4]([C:6]1[N:7]([CH2:15][C:16]2[CH:21]=[CH:20][CH:19]=[CH:18][CH:17]=2)[C:8](=[O:14])[CH:9]=[CH:10][C:11]=1[CH2:12][N:26]([CH2:25][C:24]([O:23][CH3:22])=[O:37])[S:27]([C:30]1[CH:31]=[CH:32][C:33]([CH3:36])=[CH:34][CH:35]=1)(=[O:29])=[O:28])=[O:5])[CH3:2]. (3) Given the reactants Br[C:2]1[CH:7]=[CH:6][C:5]([C:8]2[CH:13]=[CH:12][CH:11]=[CH:10][CH:9]=2)=[CH:4][CH:3]=1.[C:14]1([SH:20])[CH:19]=[CH:18][CH:17]=[CH:16][CH:15]=1.CC(C)([O-])C.[Na+].C(O)CCC, predict the reaction product. The product is: [C:14]1([S:20][C:2]2[CH:7]=[CH:6][C:5]([C:8]3[CH:13]=[CH:12][CH:11]=[CH:10][CH:9]=3)=[CH:4][CH:3]=2)[CH:19]=[CH:18][CH:17]=[CH:16][CH:15]=1. (4) Given the reactants [CH3:1][C:2]1([C:18]([OH:20])=O)[CH2:7][CH2:6][N:5]([C:8]2[C:9]3[C:16]([CH3:17])=[CH:15][NH:14][C:10]=3[N:11]=[CH:12][N:13]=2)[CH2:4][CH2:3]1.CN([P+](ON1N=NC2C=CC=CC1=2)(N(C)C)N(C)C)C.F[P-](F)(F)(F)(F)F.C(N(CC)CC)C.[CH3:55][O:56][C:57]1[CH:58]=[C:59]([CH:61]=[CH:62][CH:63]=1)[NH2:60], predict the reaction product. The product is: [CH3:55][O:56][C:57]1[CH:58]=[C:59]([NH:60][C:18]([C:2]2([CH3:1])[CH2:7][CH2:6][N:5]([C:8]3[C:9]4[C:16]([CH3:17])=[CH:15][NH:14][C:10]=4[N:11]=[CH:12][N:13]=3)[CH2:4][CH2:3]2)=[O:20])[CH:61]=[CH:62][CH:63]=1. (5) Given the reactants C([O:8][C:9]1[CH:14]=[CH:13][C:12]([CH2:15][C:16]([CH3:29])([O:22][C:23]2[CH:28]=[CH:27][CH:26]=[CH:25][CH:24]=2)[C:17]([O:19][CH2:20][CH3:21])=[O:18])=[CH:11][CH:10]=1)C1C=CC=CC=1, predict the reaction product. The product is: [OH:8][C:9]1[CH:10]=[CH:11][C:12]([CH2:15][C:16]([CH3:29])([O:22][C:23]2[CH:24]=[CH:25][CH:26]=[CH:27][CH:28]=2)[C:17]([O:19][CH2:20][CH3:21])=[O:18])=[CH:13][CH:14]=1. (6) The product is: [CH3:35][C:30]1[N:31]=[C:32]([C:11]2[CH:12]=[N:13][N:14]([CH3:20])[C:15]=2[C:16]([O:18][CH3:19])=[O:17])[C:33]([CH3:34])=[CH:28][N:29]=1. Given the reactants CC1(C)C(C)(C)OBO1.Br[C:11]1[CH:12]=[N:13][N:14]([CH3:20])[C:15]=1[C:16]([O:18][CH3:19])=[O:17].C(=O)([O-])[O-].[K+].[K+].Cl[C:28]1[C:33]([CH3:34])=[CH:32][N:31]=[C:30]([CH3:35])[N:29]=1, predict the reaction product. (7) Given the reactants [NH2:1][C:2]1[CH:3]=[C:4]([C:8]2[CH:13]=[CH:12][N:11]=[C:10]([NH:14][CH2:15][CH2:16][C:17]3[CH:22]=[CH:21][C:20]([O:23][CH3:24])=[C:19]([O:25][CH3:26])[CH:18]=3)[N:9]=2)[CH:5]=[CH:6][CH:7]=1.[CH3:27][O:28][CH2:29][C:30](O)=[O:31].CCN=C=NCCCN(C)C.C1C=CC2N(O)N=NC=2C=1, predict the reaction product. The product is: [CH3:26][O:25][C:19]1[CH:18]=[C:17]([CH2:16][CH2:15][NH:14][C:10]2[N:9]=[C:8]([C:4]3[CH:3]=[C:2]([NH:1][C:30](=[O:31])[CH2:29][O:28][CH3:27])[CH:7]=[CH:6][CH:5]=3)[CH:13]=[CH:12][N:11]=2)[CH:22]=[CH:21][C:20]=1[O:23][CH3:24].